Dataset: SARS-CoV-2 main protease (3CLPro) crystallographic fragment screen with 879 compounds. Task: Binary Classification. Given a drug SMILES string, predict its activity (active/inactive) in a high-throughput screening assay against a specified biological target. (1) The molecule is Cc1cccc(C(=O)Nc2ccc(C)cc2O)c1. The result is 0 (inactive). (2) The molecule is CC(=O)NC(C)c1nnc2ccccn12. The result is 0 (inactive). (3) The molecule is c1ccc(NCC2CCNC2)nc1. The result is 0 (inactive). (4) The compound is O=C(CN1CCCC1)Nc1ccc(F)cc1. The result is 0 (inactive). (5) The compound is Cc1cc(N(C)C2CC(O)C2)nc(C)n1. The result is 0 (inactive). (6) The drug is CC(NS(C)(=O)=O)c1ccccc1Cl. The result is 0 (inactive).